From a dataset of Catalyst prediction with 721,799 reactions and 888 catalyst types from USPTO. Predict which catalyst facilitates the given reaction. The catalyst class is: 798. Product: [ClH:1].[Br:2][C:3]1[CH:4]=[C:5]2[C:9](=[CH:10][CH:11]=1)[NH:8][N:7]=[C:6]2[C:12]([NH:14][CH2:15][CH:16]1[CH2:17][CH2:18][NH:19][CH2:20][CH2:21]1)=[O:13]. Reactant: [ClH:1].[Br:2][C:3]1[CH:4]=[C:5]2[C:9](=[CH:10][CH:11]=1)[NH:8][N:7]=[C:6]2[C:12]([NH:14][CH2:15][CH:16]1[CH2:21][CH2:20][N:19](C(OC(C)(C)C)=O)[CH2:18][CH2:17]1)=[O:13].